This data is from CYP1A2 inhibition data for predicting drug metabolism from PubChem BioAssay. The task is: Regression/Classification. Given a drug SMILES string, predict its absorption, distribution, metabolism, or excretion properties. Task type varies by dataset: regression for continuous measurements (e.g., permeability, clearance, half-life) or binary classification for categorical outcomes (e.g., BBB penetration, CYP inhibition). Dataset: cyp1a2_veith. The compound is CCNC(=S)N1CC(C)OC(C)C1. The result is 0 (non-inhibitor).